Dataset: NCI-60 drug combinations with 297,098 pairs across 59 cell lines. Task: Regression. Given two drug SMILES strings and cell line genomic features, predict the synergy score measuring deviation from expected non-interaction effect. (1) Drug 1: CCC1=CC2CC(C3=C(CN(C2)C1)C4=CC=CC=C4N3)(C5=C(C=C6C(=C5)C78CCN9C7C(C=CC9)(C(C(C8N6C)(C(=O)OC)O)OC(=O)C)CC)OC)C(=O)OC.C(C(C(=O)O)O)(C(=O)O)O. Drug 2: CC1=CC=C(C=C1)C2=CC(=NN2C3=CC=C(C=C3)S(=O)(=O)N)C(F)(F)F. Cell line: NCI-H460. Synergy scores: CSS=63.5, Synergy_ZIP=3.60, Synergy_Bliss=5.46, Synergy_Loewe=-32.0, Synergy_HSA=4.51. (2) Drug 1: C1=CC(=CC=C1C#N)C(C2=CC=C(C=C2)C#N)N3C=NC=N3. Drug 2: CC1=C(C=C(C=C1)NC(=O)C2=CC=C(C=C2)CN3CCN(CC3)C)NC4=NC=CC(=N4)C5=CN=CC=C5. Cell line: HOP-62. Synergy scores: CSS=24.3, Synergy_ZIP=0.158, Synergy_Bliss=0.766, Synergy_Loewe=3.71, Synergy_HSA=4.03. (3) Drug 1: CCC1=C2CN3C(=CC4=C(C3=O)COC(=O)C4(CC)O)C2=NC5=C1C=C(C=C5)O. Drug 2: CC1C(C(CC(O1)OC2CC(OC(C2O)C)OC3=CC4=CC5=C(C(=O)C(C(C5)C(C(=O)C(C(C)O)O)OC)OC6CC(C(C(O6)C)O)OC7CC(C(C(O7)C)O)OC8CC(C(C(O8)C)O)(C)O)C(=C4C(=C3C)O)O)O)O. Cell line: COLO 205. Synergy scores: CSS=55.9, Synergy_ZIP=-4.36, Synergy_Bliss=-0.766, Synergy_Loewe=-15.2, Synergy_HSA=-0.00914. (4) Drug 1: CC(C1=C(C=CC(=C1Cl)F)Cl)OC2=C(N=CC(=C2)C3=CN(N=C3)C4CCNCC4)N. Drug 2: CCC1(C2=C(COC1=O)C(=O)N3CC4=CC5=C(C=CC(=C5CN(C)C)O)N=C4C3=C2)O.Cl. Cell line: SF-539. Synergy scores: CSS=29.6, Synergy_ZIP=-9.42, Synergy_Bliss=-6.70, Synergy_Loewe=-18.6, Synergy_HSA=-6.92. (5) Drug 1: C1CC(=O)NC(=O)C1N2CC3=C(C2=O)C=CC=C3N. Drug 2: CS(=O)(=O)OCCCCOS(=O)(=O)C. Cell line: RPMI-8226. Synergy scores: CSS=22.9, Synergy_ZIP=5.25, Synergy_Bliss=11.1, Synergy_Loewe=6.96, Synergy_HSA=7.00. (6) Drug 1: CC12CCC(CC1=CCC3C2CCC4(C3CC=C4C5=CN=CC=C5)C)O. Drug 2: CS(=O)(=O)C1=CC(=C(C=C1)C(=O)NC2=CC(=C(C=C2)Cl)C3=CC=CC=N3)Cl. Cell line: UACC-257. Synergy scores: CSS=5.83, Synergy_ZIP=-1.03, Synergy_Bliss=3.23, Synergy_Loewe=-0.132, Synergy_HSA=0.986.